Dataset: Peptide-MHC class I binding affinity with 185,985 pairs from IEDB/IMGT. Task: Regression. Given a peptide amino acid sequence and an MHC pseudo amino acid sequence, predict their binding affinity value. This is MHC class I binding data. (1) The peptide sequence is CGDPSSFDY. The MHC is HLA-A24:02 with pseudo-sequence HLA-A24:02. The binding affinity (normalized) is 0. (2) The peptide sequence is GFMNEDHWF. The MHC is HLA-A24:03 with pseudo-sequence HLA-A24:03. The binding affinity (normalized) is 0.739.